From a dataset of Reaction yield outcomes from USPTO patents with 853,638 reactions. Predict the reaction yield, written as a fraction of the theoretical maximum amount of product (1.0 means a 100% yield; for example, 0.34 means a 34% yield). (1) The reactants are C1(C)C=CC=CC=1.Cl[C:9]1[CH:18]=[CH:17][C:16]2[N:15]=[CH:14][C:13]3[CH2:19][N:20]([CH3:37])[C:21](=[O:36])[N:22]([CH:23]4[CH2:28][CH2:27][N:26]([C:29]([O:31][C:32]([CH3:35])([CH3:34])[CH3:33])=[O:30])[CH2:25][CH2:24]4)[C:12]=3[C:11]=2[N:10]=1.[CH3:38][O:39][C:40]1[N:45]=[CH:44][C:43](B(O)O)=[CH:42][CH:41]=1.C(=O)([O-])[O-].[Na+].[Na+]. The catalyst is C(O)C. The product is [CH3:38][O:39][C:40]1[N:45]=[CH:44][C:43]([C:9]2[CH:18]=[CH:17][C:16]3[N:15]=[CH:14][C:13]4[CH2:19][N:20]([CH3:37])[C:21](=[O:36])[N:22]([CH:23]5[CH2:28][CH2:27][N:26]([C:29]([O:31][C:32]([CH3:35])([CH3:34])[CH3:33])=[O:30])[CH2:25][CH2:24]5)[C:12]=4[C:11]=3[N:10]=2)=[CH:42][CH:41]=1. The yield is 0.617. (2) The reactants are Br[C:2]1[CH:3]=[N:4][N:5]2[CH:10]=[CH:9][C:8]([NH:11][CH2:12][C@@H:13]3[CH2:17][CH2:16][CH2:15][N:14]3[C:18]([O:20][C:21]([CH3:24])([CH3:23])[CH3:22])=[O:19])=[N:7][C:6]=12.[CH3:25][O:26][C:27]1[CH:32]=[CH:31][CH:30]=[CH:29][C:28]=1B(O)O. No catalyst specified. The product is [CH3:25][O:26][C:27]1[CH:32]=[CH:31][CH:30]=[CH:29][C:28]=1[C:2]1[CH:3]=[N:4][N:5]2[CH:10]=[CH:9][C:8]([NH:11][CH2:12][C@@H:13]3[CH2:17][CH2:16][CH2:15][N:14]3[C:18]([O:20][C:21]([CH3:24])([CH3:23])[CH3:22])=[O:19])=[N:7][C:6]=12. The yield is 0.680. (3) The catalyst is CCN(C(C)C)C(C)C.C(Cl)Cl. The product is [Cl:18][C:13]1[CH:14]=[CH:15][CH:16]=[CH:17][C:12]=1[C:9]1[N:8]([CH2:19][C@H:20]2[CH2:25][CH2:24][CH2:23][N:22]([C:26]([O:28][C:29]([CH3:32])([CH3:31])[CH3:30])=[O:27])[CH2:21]2)[C:6]2[N:7]=[C:2]([NH:38][CH2:37][C:36]3[CH:39]=[CH:40][C:41]([F:42])=[C:34]([F:33])[CH:35]=3)[N:3]=[CH:4][C:5]=2[C:10]=1[CH3:11]. The reactants are Cl[C:2]1[N:3]=[CH:4][C:5]2[C:10]([CH3:11])=[C:9]([C:12]3[CH:17]=[CH:16][CH:15]=[CH:14][C:13]=3[Cl:18])[N:8]([CH2:19][C@@H:20]3[CH2:25][CH2:24][CH2:23][N:22]([C:26]([O:28][C:29]([CH3:32])([CH3:31])[CH3:30])=[O:27])[CH2:21]3)[C:6]=2[N:7]=1.[F:33][C:34]1[CH:35]=[C:36]([CH:39]=[CH:40][C:41]=1[F:42])[CH2:37][NH2:38]. The yield is 0.440. (4) The reactants are C([Li])CCC.Br[C:7]1[CH:12]=[CH:11][N:10]=[C:9]([CH:13]([F:15])[F:14])[CH:8]=1.[Br:16][C:17]1[CH:22]=[C:21]([C:23]([C:31]2[CH:36]=[CH:35][CH:34]=[C:33]([F:37])[C:32]=2[C:38]#[N:39])=[N:24]S(C(C)(C)C)=O)[CH:20]=[CH:19][N:18]=1.Cl. The catalyst is C1COCC1.CO. The product is [Br:16][C:17]1[CH:22]=[C:21]([C:23]2([C:7]3[CH:12]=[CH:11][N:10]=[C:9]([CH:13]([F:15])[F:14])[CH:8]=3)[C:31]3[C:32](=[C:33]([F:37])[CH:34]=[CH:35][CH:36]=3)[C:38]([NH2:39])=[N:24]2)[CH:20]=[CH:19][N:18]=1. The yield is 0.200. (5) The reactants are [Cr](O[Cr]([O-])(=O)=O)([O-])(=O)=O.[NH+]1C=CC=CC=1.[NH+]1C=CC=CC=1.[CH3:22][O:23][C:24]1[CH:29]=[CH:28][CH:27]=[CH:26][C:25]=1[CH:30]([C:32]1[CH:41]=[CH:40][C:39]2[C:34](=[CH:35][CH:36]=[CH:37][CH:38]=2)[C:33]=1[N+:42]([O-:44])=[O:43])[OH:31]. The catalyst is ClCCl. The product is [CH3:22][O:23][C:24]1[CH:29]=[CH:28][CH:27]=[CH:26][C:25]=1[C:30]([C:32]1[CH:41]=[CH:40][C:39]2[C:34](=[CH:35][CH:36]=[CH:37][CH:38]=2)[C:33]=1[N+:42]([O-:44])=[O:43])=[O:31]. The yield is 0.880. (6) The reactants are [OH:1][C:2]1[CH:7]=[CH:6][N:5]=[C:4]([NH:8][C:9](=[O:15])[O:10][C:11]([CH3:14])([CH3:13])[CH3:12])[CH:3]=1.F[C:17]1[CH:22]=[CH:21][C:20]([N+:23]([O-:25])=[O:24])=[CH:19][C:18]=1[CH3:26].C([O-])([O-])=O.[K+].[K+]. The catalyst is CN(C=O)C. The product is [CH3:26][C:18]1[CH:19]=[C:20]([N+:23]([O-:25])=[O:24])[CH:21]=[CH:22][C:17]=1[O:1][C:2]1[CH:7]=[CH:6][N:5]=[C:4]([NH:8][C:9](=[O:15])[O:10][C:11]([CH3:12])([CH3:14])[CH3:13])[CH:3]=1. The yield is 0.300. (7) The reactants are [Br:1][C:2]1[CH:8]=[CH:7][C:5]([NH2:6])=[C:4]([N+:9]([O-])=O)[C:3]=1[Cl:12].[Sn](Cl)Cl.O.C(=O)(O)[O-].[Na+]. The catalyst is C(O)C. The product is [Br:1][C:2]1[C:3]([Cl:12])=[C:4]([NH2:9])[C:5]([NH2:6])=[CH:7][CH:8]=1. The yield is 0.790.